This data is from Forward reaction prediction with 1.9M reactions from USPTO patents (1976-2016). The task is: Predict the product of the given reaction. (1) Given the reactants [F:1][C:2]([F:7])([F:6])[C:3]([OH:5])=[O:4].[F:8][C:9]([F:14])([F:13])[C:10]([OH:12])=[O:11].[Cl:15][C:16]1[CH:17]=[N:18][C:19]2[NH:20][C:21]3[CH:22]=[N:23][CH:24]=[C:25]([CH:47]=3)[CH2:26][CH2:27][C:28]3[CH:36]=[C:32]([NH:33][C:34]=1[N:35]=2)[CH:31]=[CH:30][C:29]=3[NH:37][C:38](=[O:46])[CH2:39][CH:40]1[CH2:45][CH2:44][NH:43][CH2:42][CH2:41]1.[CH3:48][C:49]1[C:50]([C:54](O)=[O:55])=[N:51][O:52][N:53]=1, predict the reaction product. The product is: [F:1][C:2]([F:7])([F:6])[C:3]([OH:5])=[O:4].[F:8][C:9]([F:14])([F:13])[C:10]([OH:12])=[O:11].[Cl:15][C:16]1[CH:17]=[N:18][C:19]2[NH:20][C:21]3[CH:22]=[N:23][CH:24]=[C:25]([CH:47]=3)[CH2:26][CH2:27][C:28]3[CH:36]=[C:32]([NH:33][C:34]=1[N:35]=2)[CH:31]=[CH:30][C:29]=3[NH:37][C:38](=[O:46])[CH2:39][CH:40]1[CH2:45][CH2:44][N:43]([C:54]([C:50]2[C:49]([CH3:48])=[N:53][O:52][N:51]=2)=[O:55])[CH2:42][CH2:41]1. (2) Given the reactants [Br:1][C:2]1[C:3]([F:10])=[C:4]([CH2:8][NH2:9])[CH:5]=[CH:6][CH:7]=1.C([O-])([O-])=O.[Na+].[Na+].[CH3:17][C:18]([O:21][C:22](O[C:22]([O:21][C:18]([CH3:20])([CH3:19])[CH3:17])=[O:23])=[O:23])([CH3:20])[CH3:19], predict the reaction product. The product is: [Br:1][C:2]1[C:3]([F:10])=[C:4]([CH2:8][NH:9][C:22](=[O:23])[O:21][C:18]([CH3:20])([CH3:19])[CH3:17])[CH:5]=[CH:6][CH:7]=1.